From a dataset of Full USPTO retrosynthesis dataset with 1.9M reactions from patents (1976-2016). Predict the reactants needed to synthesize the given product. Given the product [NH:1]1[CH2:6][CH2:5][CH2:4][CH:3]([CH2:10][CH2:9][CH2:8][OH:11])[CH2:2]1, predict the reactants needed to synthesize it. The reactants are: [NH:1]1[CH2:6][CH2:5][CH2:4][CH2:3][CH2:2]1.Br[CH:8]([OH:11])[CH2:9][CH3:10].